Task: Predict the product of the given reaction.. Dataset: Forward reaction prediction with 1.9M reactions from USPTO patents (1976-2016) (1) Given the reactants [NH2:1][C@H:2]1[CH2:7][CH2:6][C@H:5]([NH:8][C:9](=[O:15])[O:10][C:11]([CH3:14])([CH3:13])[CH3:12])[CH2:4][CH2:3]1.Br[CH2:17][CH2:18][O:19][CH2:20][CH2:21]Br.C(N(CC)CC)C, predict the reaction product. The product is: [O:19]1[CH2:20][CH2:21][N:1]([C@H:2]2[CH2:7][CH2:6][C@H:5]([NH:8][C:9](=[O:15])[O:10][C:11]([CH3:12])([CH3:14])[CH3:13])[CH2:4][CH2:3]2)[CH2:17][CH2:18]1. (2) Given the reactants [CH2:1]([N:8]1[CH2:13][CH2:12][CH:11]([NH:14][C:15](=[O:21])[CH2:16][CH2:17][CH2:18][CH2:19]Br)[CH2:10][CH2:9]1)[C:2]1[CH:7]=[CH:6][CH:5]=[CH:4][CH:3]=1.[H-].[Na+], predict the reaction product. The product is: [CH2:1]([N:8]1[CH2:13][CH2:12][CH:11]([N:14]2[CH2:19][CH2:18][CH2:17][CH2:16][C:15]2=[O:21])[CH2:10][CH2:9]1)[C:2]1[CH:7]=[CH:6][CH:5]=[CH:4][CH:3]=1.